This data is from Reaction yield outcomes from USPTO patents with 853,638 reactions. The task is: Predict the reaction yield, written as a fraction of the theoretical maximum amount of product (1.0 means a 100% yield; for example, 0.34 means a 34% yield). (1) The reactants are [O:1]1[CH2:3][C@H:2]1[CH2:4][N:5]1[C:11]2[CH:12]=[CH:13][CH:14]=[CH:15][C:10]=2[CH2:9][CH2:8][C:7]2[CH:16]=[CH:17][CH:18]=[CH:19][C:6]1=2.[N-:20]=[N+]=[N-].[Na+].[Cl-].[NH4+].C1C=CC(P(C2C=CC=CC=2)C2C=CC=CC=2)=CC=1. The product is [NH2:20][CH2:3][C@H:2]([OH:1])[CH2:4][N:5]1[C:11]2[CH:12]=[CH:13][CH:14]=[CH:15][C:10]=2[CH2:9][CH2:8][C:7]2[CH:16]=[CH:17][CH:18]=[CH:19][C:6]1=2. The catalyst is O.C(O)C. The yield is 0.310. (2) The reactants are [NH2:1][C:2]1[C:3]([NH:12][CH2:13][CH:14]([O:17][CH3:18])[O:15][CH3:16])=[C:4]([CH:9]=[CH:10][CH:11]=1)[C:5]([O:7][CH3:8])=[O:6].OOS([O-])=O.[K+].[CH:25](=O)[CH:26]([CH3:28])[CH3:27]. The catalyst is CN(C=O)C.O. The product is [CH3:16][O:15][CH:14]([O:17][CH3:18])[CH2:13][N:12]1[C:3]2[C:4]([C:5]([O:7][CH3:8])=[O:6])=[CH:9][CH:10]=[CH:11][C:2]=2[N:1]=[C:25]1[CH:26]([CH3:28])[CH3:27]. The yield is 0.850.